Predict the reactants needed to synthesize the given product. From a dataset of Full USPTO retrosynthesis dataset with 1.9M reactions from patents (1976-2016). (1) The reactants are: [C:1]([C:5]1[NH:6][C:7]2[C:12]([CH:13]=1)=[CH:11][C:10]([N+:14]([O-])=O)=[CH:9][C:8]=2[C:17]#[N:18])([CH3:4])([CH3:3])[CH3:2].[BH4-].[Na+]. Given the product [NH2:14][C:10]1[CH:11]=[C:12]2[C:7](=[C:8]([C:17]#[N:18])[CH:9]=1)[NH:6][C:5]([C:1]([CH3:4])([CH3:3])[CH3:2])=[CH:13]2, predict the reactants needed to synthesize it. (2) Given the product [C:24]1([CH:46]([Cl:47])[CH2:44][CH2:43][N:40]2[CH2:41][CH2:42][CH2:20][CH2:19][CH:18]2[N:21]([CH2:35][CH3:36])[C:22](=[O:34])[CH2:23][C:24]2[CH:25]=[CH:26][C:27]([S:30]([CH3:33])(=[O:31])=[O:32])=[CH:28][CH:29]=2)[CH:29]=[CH:28][CH:27]=[CH:26][CH:25]=1, predict the reactants needed to synthesize it. The reactants are: CS(Cl)(=O)=O.C1(C(O)CCN2[CH2:20][CH2:19][CH:18]([N:21]([CH2:35][CH3:36])[C:22](=[O:34])[CH2:23][C:24]3[CH:29]=[CH:28][C:27]([S:30]([CH3:33])(=[O:32])=[O:31])=[CH:26][CH:25]=3)CC2)C=CC=CC=1.C([N:40]([CH2:43][CH3:44])[CH2:41][CH3:42])C.Cl[CH2:46][Cl:47].